From a dataset of NCI-60 drug combinations with 297,098 pairs across 59 cell lines. Regression. Given two drug SMILES strings and cell line genomic features, predict the synergy score measuring deviation from expected non-interaction effect. Drug 1: CCCS(=O)(=O)NC1=C(C(=C(C=C1)F)C(=O)C2=CNC3=C2C=C(C=N3)C4=CC=C(C=C4)Cl)F. Drug 2: C1=NC2=C(N1)C(=S)N=C(N2)N. Cell line: HL-60(TB). Synergy scores: CSS=33.6, Synergy_ZIP=-3.43, Synergy_Bliss=-16.2, Synergy_Loewe=-37.0, Synergy_HSA=-22.5.